Dataset: Ames mutagenicity test results for genotoxicity prediction. Task: Regression/Classification. Given a drug SMILES string, predict its toxicity properties. Task type varies by dataset: regression for continuous values (e.g., LD50, hERG inhibition percentage) or binary classification for toxic/non-toxic outcomes (e.g., AMES mutagenicity, cardiotoxicity, hepatotoxicity). Dataset: ames. (1) The compound is COC(=O)c1ccc(N=Nc2ccc(N(C)OC(C)=O)cc2)cc1. The result is 1 (mutagenic). (2) The compound is OCc1c2ccccc2c2ccc3cccc4ccc1c2c43. The result is 1 (mutagenic). (3) The compound is O=C1c2ccccc2C(=O)c2c1ccc([C@@H]1O[C@H](CO)[C@@H](O)[C@H](O)[C@H]1O)c2O. The result is 1 (mutagenic). (4) The drug is O=C1CCC2c3c(ccc(O)c31)-c1ccc(O)c3c1C2(O)C(O)CC3=O. The result is 1 (mutagenic).